This data is from Full USPTO retrosynthesis dataset with 1.9M reactions from patents (1976-2016). The task is: Predict the reactants needed to synthesize the given product. (1) Given the product [Cl:1][C:2]1[CH:3]=[C:4]([S:9][C:10]2[N:14]([C:15]3[CH:20]=[CH:19][CH:18]=[CH:17][CH:16]=3)[N:13]=[C:12]([CH3:21])[C:11]=2[CH:22]=[CH:24][C:25]2[CH:30]=[CH:29][CH:28]=[CH:27][CH:26]=2)[CH:5]=[C:6]([Cl:8])[CH:7]=1, predict the reactants needed to synthesize it. The reactants are: [Cl:1][C:2]1[CH:3]=[C:4]([S:9][C:10]2[N:14]([C:15]3[CH:20]=[CH:19][CH:18]=[CH:17][CH:16]=3)[N:13]=[C:12]([CH3:21])[C:11]=2[CH:22]=O)[CH:5]=[C:6]([Cl:8])[CH:7]=1.[CH2:24](P(=O)(OCC)OCC)[C:25]1[CH:30]=[CH:29][CH:28]=[CH:27][CH:26]=1.[H-].[Na+]. (2) Given the product [CH2:1]([C:8]1[C:20](=[O:21])[N:12]2[CH2:13][C:14]3[C:19]([C:11]2=[N:10][C:9]=1[CH:22]([NH:27][CH2:28][CH2:29][CH2:30][NH:31][C:32](=[O:38])[O:33][C:34]([CH3:36])([CH3:35])[CH3:37])[CH:23]([CH3:25])[CH3:24])=[CH:18][CH:17]=[CH:16][CH:15]=3)[C:2]1[CH:7]=[CH:6][CH:5]=[CH:4][CH:3]=1, predict the reactants needed to synthesize it. The reactants are: [CH2:1]([C:8]1[C:20](=[O:21])[N:12]2[CH2:13][C:14]3[C:19]([C:11]2=[N:10][C:9]=1[CH:22](Br)[CH:23]([CH3:25])[CH3:24])=[CH:18][CH:17]=[CH:16][CH:15]=3)[C:2]1[CH:7]=[CH:6][CH:5]=[CH:4][CH:3]=1.[NH2:27][CH2:28][CH2:29][CH2:30][NH:31][C:32](=[O:38])[O:33][C:34]([CH3:37])([CH3:36])[CH3:35].